This data is from CYP1A2 inhibition data for predicting drug metabolism from PubChem BioAssay. The task is: Regression/Classification. Given a drug SMILES string, predict its absorption, distribution, metabolism, or excretion properties. Task type varies by dataset: regression for continuous measurements (e.g., permeability, clearance, half-life) or binary classification for categorical outcomes (e.g., BBB penetration, CYP inhibition). Dataset: cyp1a2_veith. (1) The molecule is Clc1ccc([C@H](Cn2ccnc2)OCc2csc3c(Cl)cccc23)c(Cl)c1. The result is 1 (inhibitor). (2) The drug is O=C(CN(c1ccccc1)S(=O)(=O)c1ccccc1[N+](=O)[O-])NN=C1CCCCCCC1. The result is 0 (non-inhibitor). (3) The drug is CCc1cc2c(nc1CC)CCN(CC/C(C)=N/OC[C@H]1O[C@H](c3ccccc3)C=C[C@@H]1Oc1ccc(OC)cc1)C2. The result is 0 (non-inhibitor). (4) The molecule is CN(C)[C@@H]1C(=O)C(C(N)=O)=C(O)[C@]2(O)C(=O)C3=C(O)c4c(O)cccc4[C@@](C)(O)[C@H]3[C@H](O)[C@@H]12.O.O. The result is 0 (non-inhibitor). (5) The compound is [O-][N+]1(CC[N+]2([O-])CCCCC2)CCCCC1. The result is 0 (non-inhibitor). (6) The molecule is COc1ccc(NC(=O)N2CC3(CCNCC3)C2)cc1. The result is 0 (non-inhibitor). (7) The drug is Cc1ccc(S(=O)(=O)c2cc(C#N)c(=O)[nH]c2N)cc1. The result is 0 (non-inhibitor).